From a dataset of Reaction yield outcomes from USPTO patents with 853,638 reactions. Predict the reaction yield, written as a fraction of the theoretical maximum amount of product (1.0 means a 100% yield; for example, 0.34 means a 34% yield). (1) The reactants are [CH:1]#[C:2][CH2:3][CH2:4][CH2:5][CH2:6][CH2:7][C:8]#[C:9][C:10]#[C:11][CH2:12][CH2:13][CH2:14][CH2:15][CH2:16][CH2:17][CH2:18][CH3:19].[I:20]I. The catalyst is C1COCC1. The product is [I:20][C:1]#[C:2][CH2:3][CH2:4][CH2:5][CH2:6][CH2:7][C:8]#[C:9][C:10]#[C:11][CH2:12][CH2:13][CH2:14][CH2:15][CH2:16][CH2:17][CH2:18][CH3:19]. The yield is 0.790. (2) The reactants are [Cl:1][C:2]1[CH:13]=[CH:12][C:5]([O:6][C@@H:7]([CH3:11])[CH2:8][CH2:9][OH:10])=[C:4]([O:14][C:15]2[CH:20]=[CH:19][CH:18]=[CH:17][CH:16]=2)[CH:3]=1.[CH3:21][S:22](Cl)(=[O:24])=[O:23]. The catalyst is C(Cl)Cl.O. The product is [Cl:1][C:2]1[CH:13]=[CH:12][C:5]([O:6][C@@H:7]([CH3:11])[CH2:8][CH2:9][O:10][S:22]([CH3:21])(=[O:24])=[O:23])=[C:4]([O:14][C:15]2[CH:20]=[CH:19][CH:18]=[CH:17][CH:16]=2)[CH:3]=1. The yield is 1.00. (3) The reactants are [BH4-].[Na+].C1COCC1.[CH:8]([C:10]1[Se:11][C:12]([C:15]2[Se:16][C:17]([C:20]3[Se:21][C:22]([CH:25]=[O:26])=[CH:23][CH:24]=3)=[CH:18][CH:19]=2)=[CH:13][CH:14]=1)=[O:9]. The catalyst is C(OCC)(=O)C. The product is [OH:26][CH2:25][C:22]1[Se:21][C:20]([C:17]2[Se:16][C:15]([C:12]3[Se:11][C:10]([CH2:8][OH:9])=[CH:14][CH:13]=3)=[CH:19][CH:18]=2)=[CH:24][CH:23]=1. The yield is 0.980. (4) The reactants are C(OC(N1[C@H](C(O)=O)C(C)(C)SC1)=O)(C)(C)C.C1(OP([Cl:34])(OC2C=CC=CC=2)=O)C=CC=CC=1.CCN(CC)CC.C(N)C=C.Cl.C(OC([N:54]1[C@H:58]([C:59](=[O:64])[NH:60][CH2:61][CH:62]=[CH2:63])[C:57]([CH3:66])([CH3:65])[S:56][CH2:55]1)=O)(C)(C)C. The catalyst is C(OCC)(=O)C. The product is [ClH:34].[CH2:61]([NH:60][C:59]([C@@H:58]1[C:57]([CH3:66])([CH3:65])[S:56][CH2:55][NH:54]1)=[O:64])[CH:62]=[CH2:63]. The yield is 0.952. (5) The reactants are [CH3:1][O:2][C:3](=[O:19])[CH:4]([NH:8][S:9]([C:12]1[CH:17]=[CH:16][C:15](Br)=[CH:14][CH:13]=1)(=[O:11])=[O:10])[CH:5]([CH3:7])[CH3:6].[OH:20][CH2:21][C:22]1[CH:27]=[CH:26][C:25](B(O)O)=[CH:24][CH:23]=1.C([O-])([O-])=O.[K+].[K+]. The catalyst is COCCOC.O.C1C=CC([P]([Pd]([P](C2C=CC=CC=2)(C2C=CC=CC=2)C2C=CC=CC=2)([P](C2C=CC=CC=2)(C2C=CC=CC=2)C2C=CC=CC=2)[P](C2C=CC=CC=2)(C2C=CC=CC=2)C2C=CC=CC=2)(C2C=CC=CC=2)C2C=CC=CC=2)=CC=1. The product is [CH3:1][O:2][C:3](=[O:19])[CH:4]([NH:8][S:9]([C:12]1[CH:17]=[CH:16][C:15]([C:25]2[CH:26]=[CH:27][C:22]([CH2:21][OH:20])=[CH:23][CH:24]=2)=[CH:14][CH:13]=1)(=[O:11])=[O:10])[CH:5]([CH3:7])[CH3:6]. The yield is 0.670.